The task is: Predict which catalyst facilitates the given reaction.. This data is from Catalyst prediction with 721,799 reactions and 888 catalyst types from USPTO. (1) Reactant: [N-:1]=[N+:2]=[N-:3].[Na+].[F:5][C:6]([F:19])([F:18])[S:7](O[S:7]([C:6]([F:19])([F:18])[F:5])(=[O:9])=[O:8])(=[O:9])=[O:8]. Product: [S:7]([N:1]=[N+:2]=[N-:3])([C:6]([F:19])([F:18])[F:5])(=[O:9])=[O:8]. The catalyst class is: 6. (2) Reactant: [NH2:1][S:2]([C:5]1[C:6]([Cl:21])=[CH:7][C:8]([NH:14][CH2:15][C:16]2[O:17][CH:18]=[CH:19][CH:20]=2)=[C:9]([CH:13]=1)[C:10]([OH:12])=[O:11])(=[O:4])=[O:3].O1CCOCC1.C(=O)([O-])[O-].[Cs+:32].[Cs+]. Product: [NH2:1][S:2]([C:5]1[C:6]([Cl:21])=[CH:7][C:8]([NH:14][CH2:15][C:16]2[O:17][CH:18]=[CH:19][CH:20]=2)=[C:9]([CH:13]=1)[C:10]([O-:12])=[O:11])(=[O:3])=[O:4].[Cs+:32]. The catalyst class is: 6. (3) Reactant: [Cl:1][C:2]1[CH:10]=[C:9]([CH2:11][O:12][C:13]2[CH:18]=[CH:17][C:16]([CH2:19][CH2:20][C:21]([OH:23])=[O:22])=[C:15]([CH3:24])[C:14]=2[CH3:25])[C:8]2[C:4](=[CH:5][N:6](C)[N:7]=2)[CH:3]=1.O[C:28]1C=CC(CCC(OCC)=O)=C(C)[C:29]=1C.[C:43]1(P(C2C=CC=CC=2)C2C=CC=CC=2)C=CC=CC=1.CC(OC(/N=N/C(OC(C)C)=O)=O)C. Product: [Cl:1][C:2]1[CH:3]=[C:4]2[C:8](=[C:9]([CH2:11][O:12][C:13]3[CH:18]=[CH:17][C:16]([CH2:19][CH2:20][C:21]([O:23][CH2:28][CH3:29])=[O:22])=[C:15]([CH3:24])[C:14]=3[CH3:25])[CH:10]=1)[N:7]([CH3:43])[N:6]=[CH:5]2. The catalyst class is: 1. (4) Reactant: [C:1]([O:5][C:6](=[O:18])[NH:7][CH:8]([C:11]1[CH:16]=[CH:15][C:14]([OH:17])=[CH:13][CH:12]=1)[CH2:9][CH3:10])([CH3:4])([CH3:3])[CH3:2].[CH:19]1([CH2:22]O)[CH2:21][CH2:20]1.C(P(CCCC)CCCC)CCC.N(C(N1CCCCC1)=O)=NC(N1CCCCC1)=O. Product: [C:1]([O:5][C:6](=[O:18])[NH:7][CH:8]([C:11]1[CH:16]=[CH:15][C:14]([O:17][CH2:22][CH:19]2[CH2:21][CH2:20]2)=[CH:13][CH:12]=1)[CH2:9][CH3:10])([CH3:2])([CH3:3])[CH3:4]. The catalyst class is: 188.